The task is: Predict the product of the given reaction.. This data is from Forward reaction prediction with 1.9M reactions from USPTO patents (1976-2016). (1) Given the reactants [CH3:1][N:2]1[CH2:7][CH2:6][N:5]([CH2:8][C:9]2[CH:37]=[CH:36][C:12]([C:13]([NH:15][C:16]3[CH:21]=[CH:20][C:19]([CH3:22])=[C:18]([NH:23][C:24]4[N:29]=[C:28]([C:30]5[CH:31]=[N:32][CH:33]=[CH:34][CH:35]=5)[CH:27]=[CH:26][N:25]=4)[CH:17]=3)=[O:14])=[CH:11][CH:10]=2)[CH2:4][CH2:3]1.[OH:38][C@@H:39]([CH2:43][C:44]([OH:46])=[O:45])[C:40]([OH:42])=[O:41], predict the reaction product. The product is: [CH3:1][N:2]1[CH2:7][CH2:6][N:5]([CH2:8][C:9]2[CH:10]=[CH:11][C:12]([C:13]([NH:15][C:16]3[CH:21]=[CH:20][C:19]([CH3:22])=[C:18]([NH:23][C:24]4[N:29]=[C:28]([C:30]5[CH:31]=[N:32][CH:33]=[CH:34][CH:35]=5)[CH:27]=[CH:26][N:25]=4)[CH:17]=3)=[O:14])=[CH:36][CH:37]=2)[CH2:4][CH2:3]1.[C:40]([O-:42])(=[O:41])[CH:39]([CH2:43][C:44]([O-:46])=[O:45])[OH:38]. (2) The product is: [F:34][C:35]([F:40])([F:39])[C:36]([OH:38])=[O:37].[CH2:1]([O:8][C:9](=[O:33])[CH2:10][C@@H:11]([NH2:25])[C:12]([NH:14][C@@H:15]([CH2:18][C:19]1[CH:24]=[CH:23][CH:22]=[CH:21][CH:20]=1)[CH2:16][OH:17])=[O:13])[C:2]1[CH:3]=[CH:4][CH:5]=[CH:6][CH:7]=1. Given the reactants [CH2:1]([O:8][C:9](=[O:33])[CH2:10][C@@H:11]([NH:25]C(OC(C)(C)C)=O)[C:12]([NH:14][C@@H:15]([CH2:18][C:19]1[CH:24]=[CH:23][CH:22]=[CH:21][CH:20]=1)[CH2:16][OH:17])=[O:13])[C:2]1[CH:7]=[CH:6][CH:5]=[CH:4][CH:3]=1.[F:34][C:35]([F:40])([F:39])[C:36]([OH:38])=[O:37], predict the reaction product. (3) The product is: [OH:23][NH:22][C:16]([C:14]1[CH:13]=[CH:12][C:8]2[CH2:9][N:10]([CH3:11])[C@@H:4]([CH:1]([CH3:3])[CH3:2])[CH2:5][O:6][C:7]=2[CH:15]=1)=[O:18]. Given the reactants [CH:1]([C@@H:4]1[N:10]([CH3:11])[CH2:9][C:8]2[CH:12]=[CH:13][C:14]([C:16]([O:18]C)=O)=[CH:15][C:7]=2[O:6][CH2:5]1)([CH3:3])[CH3:2].CO.[NH2:22][OH:23].[OH-].[Na+], predict the reaction product. (4) Given the reactants [N:1]([CH:4]1[CH2:8][CH2:7][C:6](=[O:9])[CH2:5]1)=[N+]=[N-].[C:10](O[C:10]([O:12][C:13]([CH3:16])([CH3:15])[CH3:14])=[O:11])([O:12][C:13]([CH3:16])([CH3:15])[CH3:14])=[O:11], predict the reaction product. The product is: [C:13]([O:12][C:10](=[O:11])[NH:1][CH:4]1[CH2:8][CH2:7][C:6](=[O:9])[CH2:5]1)([CH3:16])([CH3:15])[CH3:14]. (5) Given the reactants C([O:5][N:6]=[C:7]1[C:16]2[C:11](=[CH:12][CH:13]=[C:14]([O:17][CH2:18][CH2:19][Cl:20])[CH:15]=2)[O:10][C:9]([C:21]2[N:26]=[CH:25][N:24]3[CH:27]=[CH:28][CH:29]=[C:23]3[CH:22]=2)=[CH:8]1)(C)(C)C.[F:30][C:31]([F:39])([F:38])[CH:32]1[CH2:37][CH2:36][NH:35][CH2:34][CH2:33]1, predict the reaction product. The product is: [ClH:20].[CH:25]1[N:24]2[CH:27]=[CH:28][CH:29]=[C:23]2[CH:22]=[C:21]([C:9]2[O:10][C:11]3[C:16]([C:7](=[N:6][OH:5])[CH:8]=2)=[CH:15][C:14]([O:17][CH2:18][CH2:19][N:35]2[CH2:36][CH2:37][CH:32]([C:31]([F:39])([F:38])[F:30])[CH2:33][CH2:34]2)=[CH:13][CH:12]=3)[N:26]=1.